This data is from Catalyst prediction with 721,799 reactions and 888 catalyst types from USPTO. The task is: Predict which catalyst facilitates the given reaction. Reactant: [Br:1][C:2]1[CH:7]=[N:6][C:5]([O:8][CH3:9])=[C:4]2[NH:10][CH:11]=[CH:12][C:3]=12.[H-].[Na+].[CH3:15][C:16]1[CH:21]=[CH:20][C:19]([S:22](Cl)(=[O:24])=[O:23])=[CH:18][CH:17]=1. Product: [Br:1][C:2]1[CH:7]=[N:6][C:5]([O:8][CH3:9])=[C:4]2[N:10]([S:22]([C:19]3[CH:20]=[CH:21][C:16]([CH3:15])=[CH:17][CH:18]=3)(=[O:24])=[O:23])[CH:11]=[CH:12][C:3]=12. The catalyst class is: 9.